From a dataset of Catalyst prediction with 721,799 reactions and 888 catalyst types from USPTO. Predict which catalyst facilitates the given reaction. Reactant: [OH-].[Na+].[CH3:3][O:4][CH2:5][CH2:6][O:7][C:8]1[CH:9]=[C:10]([C:18]([O:20]C)=[O:19])[CH:11]=[C:12]([CH:17]=1)[C:13]([O:15][CH3:16])=[O:14]. Product: [CH3:16][O:15][C:13]([C:12]1[CH:11]=[C:10]([CH:9]=[C:8]([O:7][CH2:6][CH2:5][O:4][CH3:3])[CH:17]=1)[C:18]([OH:20])=[O:19])=[O:14]. The catalyst class is: 14.